Dataset: Reaction yield outcomes from USPTO patents with 853,638 reactions. Task: Predict the reaction yield, written as a fraction of the theoretical maximum amount of product (1.0 means a 100% yield; for example, 0.34 means a 34% yield). (1) The reactants are [O:1]1[C:5]2[CH:6]=[CH:7][C:8]([C:10]#[N:11])=[CH:9][C:4]=2[CH2:3][CH2:2]1.[N-:12]=[N+:13]=[N-:14].[Na+].CC(O)C.[OH-].[Na+]. The catalyst is [Br-].[Zn+2].[Br-].O. The product is [O:1]1[C:5]2[CH:6]=[CH:7][C:8]([C:10]3[NH:14][N:13]=[N:12][N:11]=3)=[CH:9][C:4]=2[CH2:3][CH2:2]1. The yield is 0.660. (2) The reactants are [F:1][C:2]1[CH:7]=[CH:6][C:5]([N:8]2[CH2:13][CH2:12][N:11]3[N:14]=[C:15]([CH2:17][OH:18])[CH:16]=[C:10]3[C:9]2=[O:19])=[CH:4][CH:3]=1.Br[C:21]1[CH:22]=[N:23][CH:24]=[CH:25][CH:26]=1.C(=O)([O-])[O-].[Cs+].[Cs+].CN(C)CC(O)=O. The catalyst is O1CCOCC1.CCOC(C)=O.[Cu]I. The product is [F:1][C:2]1[CH:7]=[CH:6][C:5]([N:8]2[CH2:13][CH2:12][N:11]3[N:14]=[C:15]([CH2:17][O:18][C:21]4[CH:22]=[N:23][CH:24]=[CH:25][CH:26]=4)[CH:16]=[C:10]3[C:9]2=[O:19])=[CH:4][CH:3]=1. The yield is 0.110. (3) The product is [CH3:36][S:37]([CH2:40][C:41]1[N:45]([CH:11]2[CH2:12][CH2:13][N:14]([C:17]3[CH:22]=[CH:21][C:20]([N:23]4[CH2:27][C@H:26]([CH2:28][NH:29][C:30](=[O:32])[CH3:31])[O:25][C:24]4=[O:33])=[CH:19][C:18]=3[F:34])[CH2:15][CH2:16]2)[N:44]=[N:43][N:42]=1)(=[O:39])=[O:38]. The reactants are C1(C)C=CC(S(O[CH:11]2[CH2:16][CH2:15][N:14]([C:17]3[CH:22]=[CH:21][C:20]([N:23]4[CH2:27][C@H:26]([CH2:28][NH:29][C:30](=[O:32])[CH3:31])[O:25][C:24]4=[O:33])=[CH:19][C:18]=3[F:34])[CH2:13][CH2:12]2)(=O)=O)=CC=1.[CH3:36][S:37]([CH2:40][C:41]1[NH:45][N:44]=[N:43][N:42]=1)(=[O:39])=[O:38].C([O-])([O-])=O.[K+].[K+]. No catalyst specified. The yield is 0.150. (4) The reactants are [Cl:1][C:2]1[C:7]([C:8]([NH:10][CH2:11][C:12]2[CH:17]=[CH:16][CH:15]=[C:14]([F:18])[CH:13]=2)=[O:9])=[C:6]([CH3:19])[CH:5]=[C:4](Cl)[N:3]=1.[NH:21]1[CH2:26][CH2:25][S:24][CH2:23][CH2:22]1.C([O-])([O-])=O.[Cs+].[Cs+]. The catalyst is O1CCOCC1.C1C=CC([P]([Pd]([P](C2C=CC=CC=2)(C2C=CC=CC=2)C2C=CC=CC=2)([P](C2C=CC=CC=2)(C2C=CC=CC=2)C2C=CC=CC=2)[P](C2C=CC=CC=2)(C2C=CC=CC=2)C2C=CC=CC=2)(C2C=CC=CC=2)C2C=CC=CC=2)=CC=1. The product is [Cl:1][C:2]1[C:7]([C:8]([NH:10][CH2:11][C:12]2[CH:17]=[CH:16][CH:15]=[C:14]([F:18])[CH:13]=2)=[O:9])=[C:6]([CH3:19])[CH:5]=[C:4]([N:21]2[CH2:26][CH2:25][S:24][CH2:23][CH2:22]2)[N:3]=1. The yield is 0.490. (5) The reactants are CO.[C:3]([O:7][C:8]([NH:10][C@@H:11]([CH2:28][C:29]1[CH:34]=[CH:33][C:32]([O:35]CC2C=CC=CC=2)=[C:31]([O:43]CC2C=CC=CC=2)[CH:30]=1)[C:12]([O:14][C@H:15]([CH3:27])[C@H:16]([O:18][C:19]([C:21]1[CH:26]=[CH:25][CH:24]=[CH:23][CH:22]=1)=[O:20])[CH3:17])=[O:13])=[O:9])([CH3:6])([CH3:5])[CH3:4]. The catalyst is O1CCCC1.[Pd]. The product is [OH:43][C:31]1[CH:30]=[C:29]([CH2:28][C@H:11]([NH:10][C:8]([O:7][C:3]([CH3:5])([CH3:4])[CH3:6])=[O:9])[C:12]([O:14][C@H:15]([CH3:27])[C@H:16]([O:18][C:19]([C:21]2[CH:22]=[CH:23][CH:24]=[CH:25][CH:26]=2)=[O:20])[CH3:17])=[O:13])[CH:34]=[CH:33][C:32]=1[OH:35]. The yield is 0.950. (6) The reactants are [F:1][C:2]1[C:9]([OH:10])=[CH:8][CH:7]=[CH:6][C:3]=1[C:4]#[N:5].[H-].[Na+].FC(F)(F)S(O[CH2:19][C:20]([F:23])([F:22])[F:21])(=O)=O.O. The catalyst is CN(C=O)C.[Cl-].[Na+].O. The product is [F:1][C:2]1[C:9]([O:10][CH2:19][C:20]([F:23])([F:22])[F:21])=[CH:8][CH:7]=[CH:6][C:3]=1[C:4]#[N:5]. The yield is 0.810. (7) The reactants are [Cl:1][C:2]1[C:7]([CH2:8][OH:9])=[CH:6][N:5]=[C:4]([S:10][CH3:11])[N:3]=1. The catalyst is C(Cl)Cl.[O-2].[Mn+4].[O-2]. The product is [Cl:1][C:2]1[C:7]([CH:8]=[O:9])=[CH:6][N:5]=[C:4]([S:10][CH3:11])[N:3]=1. The yield is 0.430.